Task: Predict the product of the given reaction.. Dataset: Forward reaction prediction with 1.9M reactions from USPTO patents (1976-2016) (1) Given the reactants [O:1]1[CH2:5][CH2:4][C@H:3]([CH2:6][CH2:7][OH:8])[CH2:2]1.C(N(CC)CC)C.[CH3:16][S:17](Cl)(=[O:19])=[O:18], predict the reaction product. The product is: [CH3:16][S:17]([O:8][CH2:7][CH2:6][C@H:3]1[CH2:4][CH2:5][O:1][CH2:2]1)(=[O:19])=[O:18]. (2) Given the reactants Cl.[CH:2]([C:5]1[NH:6][C:7]([C:10]([OH:12])=[O:11])=[CH:8][N:9]=1)([CH3:4])[CH3:3].[CH3:13]O, predict the reaction product. The product is: [CH:2]([C:5]1[NH:6][C:7]([C:10]([O:12][CH3:13])=[O:11])=[CH:8][N:9]=1)([CH3:4])[CH3:3]. (3) Given the reactants N([O-])=O.[Na+].N[C:6]1[CH:11]=[CH:10][C:9]([C:12]([F:15])([F:14])[F:13])=[CH:8][C:7]=1[CH2:16][OH:17].[I-:18].[K+], predict the reaction product. The product is: [I:18][C:6]1[CH:11]=[CH:10][C:9]([C:12]([F:15])([F:14])[F:13])=[CH:8][C:7]=1[CH2:16][OH:17]. (4) Given the reactants [CH3:1][C:2]([CH3:20])([CH3:19])[CH2:3][N:4]1[CH2:9][CH2:8][N:7]([C:10]2[CH:15]=[CH:14][C:13]([N+:16]([O-])=O)=[CH:12][CH:11]=2)[CH2:6][CH2:5]1, predict the reaction product. The product is: [CH3:1][C:2]([CH3:20])([CH3:19])[CH2:3][N:4]1[CH2:9][CH2:8][N:7]([C:10]2[CH:15]=[CH:14][C:13]([NH2:16])=[CH:12][CH:11]=2)[CH2:6][CH2:5]1.